This data is from Reaction yield outcomes from USPTO patents with 853,638 reactions. The task is: Predict the reaction yield, written as a fraction of the theoretical maximum amount of product (1.0 means a 100% yield; for example, 0.34 means a 34% yield). (1) The reactants are [CH3:1][O:2][C:3]1[CH:8]=[C:7]([N+:9]([O-])=O)[CH:6]=[CH:5][C:4]=1[C:12]#[C:13][CH2:14][N:15]1[CH2:19][CH2:18][CH2:17][CH2:16]1. The catalyst is CCO.[Pd]. The product is [CH3:1][O:2][C:3]1[CH:8]=[C:7]([NH2:9])[CH:6]=[CH:5][C:4]=1[CH2:12][CH2:13][CH2:14][N:15]1[CH2:19][CH2:18][CH2:17][CH2:16]1. The yield is 0.910. (2) The reactants are C(O)(=O)/C=C/C(O)=O.[S:9]1[CH:13]=[CH:12][C:11]2[CH:14]=[C:15]([CH:18]3[C:27]4[C:22](=[CH:23][C:24]([O:28][CH3:29])=[CH:25][CH:26]=4)[CH2:21][N:20]([CH3:30])[CH2:19]3)[CH:16]=[CH:17][C:10]1=2.S(O)(C)(=O)=O.[OH-].[Na+]. The catalyst is C(Cl)Cl. The product is [S:9]1[CH:13]=[CH:12][C:11]2[CH:14]=[C:15]([CH:18]3[C:27]4[C:22](=[CH:23][C:24]([O:28][CH3:29])=[CH:25][CH:26]=4)[CH2:21][N:20]([CH3:30])[CH2:19]3)[CH:16]=[CH:17][C:10]1=2. The yield is 0.530. (3) The reactants are C[O:2][C:3](=O)[CH2:4][C:5]1[CH:10]=[CH:9][CH:8]=[C:7]([O:11][CH3:12])[CH:6]=1.[Cl-].[Cl-].[Ca+2].[BH4-].[Na+].Cl. The catalyst is CCO.O.O. The product is [CH3:12][O:11][C:7]1[CH:6]=[C:5]([CH2:4][CH2:3][OH:2])[CH:10]=[CH:9][CH:8]=1. The yield is 0.680. (4) The reactants are [F:1][C:2]([F:17])([F:16])[CH:3]([O:7][CH2:8][C:9](=[CH2:15])[C:10]([O:12][CH2:13][CH3:14])=[O:11])[CH2:4]C=C. The catalyst is C(Cl)Cl.Cl[Ru](=C1N(C2C(C)=CC(C)=CC=2C)CCN1C1C(C)=CC(C)=CC=1C)(Cl)(=CC1C=CC=CC=1)[P](C1CCCCC1)(C1CCCCC1)C1CCCCC1. The product is [F:17][C:2]([F:1])([F:16])[CH:3]1[O:7][CH2:8][C:9]([C:10]([O:12][CH2:13][CH3:14])=[O:11])=[CH:15][CH2:4]1. The yield is 0.820. (5) The reactants are [CH2:1]([O:3][C:4](=[O:21])[CH2:5][NH:6][CH:7]([C:14]1[CH:19]=[CH:18][C:17]([Cl:20])=[CH:16][CH:15]=1)[C:8]1[CH:13]=[CH:12][CH:11]=[CH:10][CH:9]=1)[CH3:2].C(N(C(C)C)C(C)C)C.Cl[C:32]([O:34][CH2:35][CH:36]=[CH2:37])=[O:33]. The catalyst is C(Cl)Cl. The product is [CH2:1]([O:3][C:4](=[O:21])[CH2:5][N:6]([C:32]([O:34][CH2:35][CH:36]=[CH2:37])=[O:33])[CH:7]([C:14]1[CH:15]=[CH:16][C:17]([Cl:20])=[CH:18][CH:19]=1)[C:8]1[CH:13]=[CH:12][CH:11]=[CH:10][CH:9]=1)[CH3:2]. The yield is 0.780. (6) The reactants are Cl[C:2]1[N:10]=[C:9]2[C:5]([N:6]=[C:7]([CH2:12][N:13]3[CH2:18][CH2:17][CH:16]([CH:19]4[CH2:22][O:21][CH2:20]4)[CH2:15][CH2:14]3)[N:8]2[CH3:11])=[C:4]([N:23]2[CH2:28][CH2:27][O:26][CH2:25][CH2:24]2)[N:3]=1.[CH:29]1([C:32]2[NH:36][C:35]3[CH:37]=[CH:38][CH:39]=[CH:40][C:34]=3[N:33]=2)[CH2:31][CH2:30]1.CC(C1C=C(C(C)C)C(C2C=CC=CC=2P(C2CCCCC2)C2CCCCC2)=C(C(C)C)C=1)C.C(=O)([O-])[O-].[Cs+].[Cs+]. The catalyst is CN(C=O)C.C1C=CC(/C=C/C(/C=C/C2C=CC=CC=2)=O)=CC=1.C1C=CC(/C=C/C(/C=C/C2C=CC=CC=2)=O)=CC=1.C1C=CC(/C=C/C(/C=C/C2C=CC=CC=2)=O)=CC=1.[Pd].[Pd]. The product is [CH:29]1([C:32]2[N:33]([C:2]3[N:10]=[C:9]4[C:5]([N:6]=[C:7]([CH2:12][N:13]5[CH2:18][CH2:17][CH:16]([CH:19]6[CH2:22][O:21][CH2:20]6)[CH2:15][CH2:14]5)[N:8]4[CH3:11])=[C:4]([N:23]4[CH2:28][CH2:27][O:26][CH2:25][CH2:24]4)[N:3]=3)[C:34]3[CH:40]=[CH:39][CH:38]=[CH:37][C:35]=3[N:36]=2)[CH2:31][CH2:30]1. The yield is 0.460. (7) The reactants are [Cl:1][C:2]1[CH:3]=[C:4]([C:9]2[S:10][CH:11]=[C:12]([C:15]([CH3:17])=O)[C:13]=2[OH:14])[CH:5]=[CH:6][C:7]=1[Cl:8].[O:18]1[CH2:22][CH2:21][CH2:20][CH:19]1[CH2:23][NH:24][C:25]([C:27]1[S:28][C:29]([C:32]([NH:34][NH2:35])=[O:33])=[CH:30][CH:31]=1)=[O:26].O.C1(C)C=CC(S(O)(=O)=O)=CC=1. The catalyst is C(O)(C)C. The product is [O:18]1[CH2:22][CH2:21][CH2:20][CH:19]1[CH2:23][NH:24][C:25]([C:27]1[S:28][C:29]([C:32]([NH:34][N:35]=[C:15]([C:12]2[C:13]([OH:14])=[C:9]([C:4]3[CH:5]=[CH:6][C:7]([Cl:8])=[C:2]([Cl:1])[CH:3]=3)[S:10][CH:11]=2)[CH3:17])=[O:33])=[CH:30][CH:31]=1)=[O:26]. The yield is 0.720.